Predict which catalyst facilitates the given reaction. From a dataset of Catalyst prediction with 721,799 reactions and 888 catalyst types from USPTO. Reactant: C[O:2][C:3](=[O:31])[C:4]1[CH:9]=[CH:8][C:7]([C:10]([CH2:28][CH3:29])([C:13]2[CH:18]=[CH:17][C:16]([C:19]#[C:20][C:21]3([OH:26])[CH2:25][CH2:24][CH2:23][CH2:22]3)=[C:15]([CH3:27])[CH:14]=2)[CH2:11][CH3:12])=[CH:6][C:5]=1[CH3:30].[OH-].[Li+]. Product: [CH2:11]([C:10]([C:7]1[CH:8]=[CH:9][C:4]([C:3]([OH:31])=[O:2])=[C:5]([CH3:30])[CH:6]=1)([C:13]1[CH:18]=[CH:17][C:16]([C:19]#[C:20][C:21]2([OH:26])[CH2:25][CH2:24][CH2:23][CH2:22]2)=[C:15]([CH3:27])[CH:14]=1)[CH2:28][CH3:29])[CH3:12]. The catalyst class is: 38.